The task is: Predict the product of the given reaction.. This data is from Forward reaction prediction with 1.9M reactions from USPTO patents (1976-2016). Given the reactants [NH2:1][C:2]1[N:11]2[CH2:12][CH2:13][N:14]=[C:10]2[C:9]2[CH:8]=[CH:7][C:6]([O:15][CH2:16][CH2:17][CH2:18][S:19]([N:22]([CH3:24])[CH3:23])(=[O:21])=[O:20])=[C:5]([O:25][CH3:26])[C:4]=2[N:3]=1.[NH2:27][C:28]1[N:33]=[CH:32][C:31]([C:34](O)=[O:35])=[CH:30][N:29]=1, predict the reaction product. The product is: [NH2:27][C:28]1[N:33]=[CH:32][C:31]([C:34]([NH:1][C:2]2[N:11]3[CH2:12][CH2:13][N:14]=[C:10]3[C:9]3[CH:8]=[CH:7][C:6]([O:15][CH2:16][CH2:17][CH2:18][S:19]([N:22]([CH3:24])[CH3:23])(=[O:20])=[O:21])=[C:5]([O:25][CH3:26])[C:4]=3[N:3]=2)=[O:35])=[CH:30][N:29]=1.